From a dataset of Catalyst prediction with 721,799 reactions and 888 catalyst types from USPTO. Predict which catalyst facilitates the given reaction. (1) Reactant: [Br:1][C:2]1[CH:17]=[CH:16][CH:15]=[CH:14][C:3]=1[O:4][CH2:5][C:6]([C:8]1[CH:13]=[CH:12][CH:11]=[CH:10][CH:9]=1)=O. Product: [C:8]1([C:6]2[C:14]3[CH:15]=[CH:16][CH:17]=[C:2]([Br:1])[C:3]=3[O:4][CH:5]=2)[CH:13]=[CH:12][CH:11]=[CH:10][CH:9]=1. The catalyst class is: 6. (2) Reactant: [CH3:1][C:2]1[CH:3]=[N:4][C:5]([CH2:11][S+:12]([O-:24])[C:13]2[NH:14][C:15]3[CH:16]=[CH:17][C:18]([O:22][CH3:23])=[CH:19][C:20]=3[N:21]=2)=[C:6]([CH3:10])[C:7]=1[O:8][CH3:9].C1(C)C=CC=CC=1.[CH:32]1[CH:37]=[C:36]2[CH:38]=[CH:39][C:40]([OH:53])=[C:41]([C:42]3[C:51]4[C:46](=[CH:47][CH:48]=[CH:49][CH:50]=4)[CH:45]=[CH:44][C:43]=3[OH:52])[C:35]2=[CH:34][CH:33]=1. Product: [CH3:1][C:2]1[C:7]([O:8][CH3:9])=[C:6]([CH3:10])[C:5]([CH2:11][S@@:12]([C:13]2[NH:21][C:20]3[CH:19]=[C:18]([O:22][CH3:23])[CH:17]=[CH:16][C:15]=3[N:14]=2)=[O:24])=[N:4][CH:3]=1.[CH:48]1[CH:47]=[C:46]2[CH:45]=[CH:44][C:43]([OH:52])=[C:42]([C:41]3[C:35]4[C:36](=[CH:37][CH:32]=[CH:33][CH:34]=4)[CH:38]=[CH:39][C:40]=3[OH:53])[C:51]2=[CH:50][CH:49]=1. The catalyst class is: 244. (3) Reactant: [CH3:1][C:2]([CH3:41])([CH3:40])[CH2:3][CH2:4][CH2:5][CH2:6][C:7]1([CH3:39])[C:16]2[C:11](=[CH:12][CH:13]=[CH:14][CH:15]=2)[C:10]([OH:17])=[C:9]([C:18]2[NH:23][C:22]3[CH:24]=[CH:25][C:26]([NH:28]C(=O)OC(C)(C)C)=[CH:27][C:21]=3[S:20](=[O:37])(=[O:36])[N:19]=2)[C:8]1=[O:38].[ClH:42]. Product: [ClH:42].[NH2:28][C:26]1[CH:25]=[CH:24][C:22]2[NH:23][C:18]([C:9]3[C:8](=[O:38])[C:7]([CH2:6][CH2:5][CH2:4][CH2:3][C:2]([CH3:1])([CH3:40])[CH3:41])([CH3:39])[C:16]4[C:11]([C:10]=3[OH:17])=[CH:12][CH:13]=[CH:14][CH:15]=4)=[N:19][S:20](=[O:37])(=[O:36])[C:21]=2[CH:27]=1. The catalyst class is: 12. (4) The catalyst class is: 17. Product: [CH3:7][C:6]1[C:8]2=[C:13]([OH:14])[CH:12]=[CH:11][CH:10]=[C:9]2[O:15][N:5]=1. Reactant: C(O[N:5]=[C:6]([C:8]1[C:13]([OH:14])=[CH:12][CH:11]=[CH:10][C:9]=1[OH:15])[CH3:7])(=O)C.Cl.